Predict the reactants needed to synthesize the given product. From a dataset of Full USPTO retrosynthesis dataset with 1.9M reactions from patents (1976-2016). (1) Given the product [CH3:1][O:2][C:3]1[CH:15]=[C:14]2[C:6]([C:7]3[CH2:8][CH2:9][C:10]([CH3:17])([CH3:16])[CH2:11][C:12]=3[N:13]2[CH2:19][C:20](=[O:25])[C:21]([CH3:24])([CH3:23])[CH3:22])=[CH:5][CH:4]=1, predict the reactants needed to synthesize it. The reactants are: [CH3:1][O:2][C:3]1[CH:15]=[C:14]2[C:6]([C:7]3[CH2:8][CH2:9][C:10]([CH3:17])([CH3:16])[CH2:11][C:12]=3[NH:13]2)=[CH:5][CH:4]=1.Br[CH2:19][C:20](=[O:25])[C:21]([CH3:24])([CH3:23])[CH3:22]. (2) Given the product [Cl:29][C:30]1[CH:38]=[CH:37][CH:36]=[CH:35][C:31]=1[C:32]([NH:1][C:2]1[CH:16]=[CH:15][CH:14]=[CH:13][C:3]=1[C:4]([NH:6][CH2:7][CH2:8][CH2:9][C:10]([OH:12])=[O:11])=[O:5])=[O:33], predict the reactants needed to synthesize it. The reactants are: [NH2:1][C:2]1[CH:16]=[CH:15][CH:14]=[CH:13][C:3]=1[C:4]([NH:6][CH2:7][CH2:8][CH2:9][C:10]([OH:12])=[O:11])=[O:5].C[Si](Cl)(C)C.C(N(CC)CC)C.[Cl:29][C:30]1[CH:38]=[CH:37][CH:36]=[CH:35][C:31]=1[C:32](Cl)=[O:33].[OH-].[Na+].Cl. (3) Given the product [CH2:9]([OH:8])[CH2:10][CH2:4][CH2:3]/[CH:2]=[CH:1]/[CH2:1][CH2:2][CH2:3][CH3:4], predict the reactants needed to synthesize it. The reactants are: [CH2:1]([Li])[CH2:2][CH2:3][CH3:4].CC[O:8][CH2:9][CH3:10]. (4) Given the product [C:1]1([S:7]([N:10]2[CH2:11][CH:12]3[O:20][C:13]3=[CH:14]2)(=[O:9])=[O:8])[CH:2]=[CH:3][CH:4]=[CH:5][CH:6]=1, predict the reactants needed to synthesize it. The reactants are: [C:1]1([S:7]([N:10]2[CH2:14][CH:13]=[CH:12][CH2:11]2)(=[O:9])=[O:8])[CH:6]=[CH:5][CH:4]=[CH:3][CH:2]=1.ClC1C=C(C=CC=1)C(OO)=[O:20]. (5) Given the product [CH3:32][N:31]([CH3:33])[C:26]1[CH:27]=[CH:28][CH:29]=[C:30]2[C:25]=1[CH:24]=[CH:23][CH:22]=[C:21]2[S:18]([NH:17][C@@H:12]1[C:11](=[O:34])[N:10]2[C@H:5]([C:3]([OH:4])=[O:2])[CH2:6][CH2:7][CH2:8][N:9]2[C:15](=[O:16])[CH2:14][CH2:13]1)(=[O:19])=[O:20], predict the reactants needed to synthesize it. The reactants are: C[O:2][C:3]([C@H:5]1[N:10]2[C:11](=[O:34])[C@@H:12]([NH:17][S:18]([C:21]3[C:30]4[C:25](=[C:26]([N:31]([CH3:33])[CH3:32])[CH:27]=[CH:28][CH:29]=4)[CH:24]=[CH:23][CH:22]=3)(=[O:20])=[O:19])[CH2:13][CH2:14][C:15](=[O:16])[N:9]2[CH2:8][CH2:7][CH2:6]1)=[O:4].[Li+].[OH-].Cl. (6) The reactants are: [C:1]([C:3]1[CH:4]=[C:5]([CH:29]=[CH:30][C:31]=1[CH3:32])[C:6]([NH:8][C:9]1[CH:14]=[CH:13][C:12]([CH2:15][N:16]2[CH2:21][CH2:20][N:19]([CH2:22][CH2:23][OH:24])[CH2:18][CH2:17]2)=[C:11]([C:25]([F:28])([F:27])[F:26])[CH:10]=1)=[O:7])#[CH:2].[CH3:33][NH:34][C:35]1[N:44]=[CH:43][C:42]2[C:37](=[CH:38][C:39](Br)=[CH:40][CH:41]=2)[N:36]=1. Given the product [CH3:33][NH:34][C:35]1[N:44]=[CH:43][C:42]2[C:37](=[CH:38][C:39]([C:2]#[C:1][C:3]3[CH:4]=[C:5]([CH:29]=[CH:30][C:31]=3[CH3:32])[C:6]([NH:8][C:9]3[CH:14]=[CH:13][C:12]([CH2:15][N:16]4[CH2:17][CH2:18][N:19]([CH2:22][CH2:23][OH:24])[CH2:20][CH2:21]4)=[C:11]([C:25]([F:28])([F:26])[F:27])[CH:10]=3)=[O:7])=[CH:40][CH:41]=2)[N:36]=1, predict the reactants needed to synthesize it. (7) Given the product [C:16]1([CH3:26])[CH:21]=[CH:20][C:19]([S:22]([O:8][CH:6]2[CH2:5][O:4][CH2:3][CH2:2][O:1][CH2:7]2)(=[O:24])=[O:23])=[CH:18][CH:17]=1, predict the reactants needed to synthesize it. The reactants are: [O:1]1[CH2:7][CH:6]([OH:8])[CH2:5][O:4][CH2:3][CH2:2]1.C(N(CC)CC)C.[C:16]1([CH3:26])[CH:21]=[CH:20][C:19]([S:22](Cl)(=[O:24])=[O:23])=[CH:18][CH:17]=1.C(=O)(O)[O-].[Na+]. (8) Given the product [OH:37][CH2:36][C:34]([NH:1][C@H:2]1[CH2:7][CH2:6][C@H:5]([NH:8][C:9]([C:11]2[C:15]3[N:16]=[CH:17][N:18]=[C:19]([C:20]4[CH:25]=[CH:24][C:23]([O:26][CH3:27])=[CH:22][C:21]=4[O:28][CH2:29][CH:30]4[CH2:31][CH2:32]4)[C:14]=3[NH:13][CH:12]=2)=[O:10])[CH2:4][CH2:3]1)=[O:35], predict the reactants needed to synthesize it. The reactants are: [NH2:1][C@H:2]1[CH2:7][CH2:6][C@H:5]([NH:8][C:9]([C:11]2[C:15]3[N:16]=[CH:17][N:18]=[C:19]([C:20]4[CH:25]=[CH:24][C:23]([O:26][CH3:27])=[CH:22][C:21]=4[O:28][CH2:29][CH:30]4[CH2:32][CH2:31]4)[C:14]=3[NH:13][CH:12]=2)=[O:10])[CH2:4][CH2:3]1.Cl[C:34]([CH2:36][O:37]C(=O)C)=[O:35]. (9) Given the product [Cl:1][C:2]1[CH:3]=[C:4]2[C:5](=[CH:13][N:14]=1)[N:6]([CH3:12])[C:7](=[O:11])[C:18]([C:19]([O:21][CH3:27])=[O:20])=[C:9]2[OH:10], predict the reactants needed to synthesize it. The reactants are: [Cl:1][C:2]1[N:14]=[CH:13][C:5]2[N:6]([CH3:12])[C:7](=[O:11])O[C:9](=[O:10])[C:4]=2[CH:3]=1.ClC1C=[C:18](C(NC)=CN=1)[C:19]([OH:21])=[O:20].[C:27](Cl)(Cl)=O. (10) Given the product [NH2:3][CH2:12][CH2:13][CH2:14][CH2:15][C:16]1[CH:21]=[CH:20][C:19]([O:22][C:23](=[S:27])[N:24]([CH3:25])[CH3:26])=[CH:18][CH:17]=1, predict the reactants needed to synthesize it. The reactants are: O=C1C2C(=CC=CC=2)C(=O)[N:3]1[CH2:12][CH2:13][CH2:14][CH2:15][C:16]1[CH:21]=[CH:20][C:19]([O:22][C:23](=[S:27])[N:24]([CH3:26])[CH3:25])=[CH:18][CH:17]=1.CN.